Dataset: Forward reaction prediction with 1.9M reactions from USPTO patents (1976-2016). Task: Predict the product of the given reaction. (1) The product is: [CH3:8][O:9][C:10]1[CH:15]=[CH:14][C:13]([C:16]2[N:20]([C:34](=[O:36])[CH3:35])[C:21]3[C:22]([C:27]=2[CH2:28][C:29]([F:31])([F:32])[F:30])=[CH:23][CH:24]=[CH:25][CH:26]=3)=[CH:12][CH:11]=1. Given the reactants C(N(CC)CC)C.[CH3:8][O:9][C:10]1[CH:15]=[CH:14][C:13]([CH:16]([NH:20][C:21]2[CH:26]=[CH:25][CH:24]=[CH:23][C:22]=2[C:27](=O)[CH2:28][C:29]([F:32])([F:31])[F:30])C(O)=O)=[CH:12][CH:11]=1.[C:34](OC(=O)C)(=[O:36])[CH3:35], predict the reaction product. (2) Given the reactants [CH:1]([N:4]1[CH2:9][CH2:8][CH:7]([O:10][C:11]2[CH:19]=[CH:18][C:17]3[N:16]4[CH2:20][CH2:21][NH:22][C:23](=[O:24])[C:15]4=[CH:14][C:13]=3[CH:12]=2)[CH2:6][CH2:5]1)([CH3:3])[CH3:2].[H-].[Na+].[F:27][C:28]([F:38])([F:37])[C:29]1[CH:36]=[CH:35][CH:34]=[CH:33][C:30]=1[CH2:31]Br, predict the reaction product. The product is: [CH:1]([N:4]1[CH2:9][CH2:8][CH:7]([O:10][C:11]2[CH:19]=[CH:18][C:17]3[N:16]4[CH2:20][CH2:21][N:22]([CH2:31][C:30]5[CH:33]=[CH:34][CH:35]=[CH:36][C:29]=5[C:28]([F:27])([F:37])[F:38])[C:23](=[O:24])[C:15]4=[CH:14][C:13]=3[CH:12]=2)[CH2:6][CH2:5]1)([CH3:3])[CH3:2]. (3) Given the reactants [F:1][C:2]1[CH:3]=[CH:4][C:5]([CH3:12])=[C:6]([CH2:8][CH:9]([NH2:11])[CH3:10])[CH:7]=1.Cl[C:14]1[CH:19]=[CH:18][NH:17][C:16](=[O:20])[C:15]=1[C:21]1[NH:37][C:24]2=[CH:25][C:26]3[C:27](=[O:36])[N:28]([CH:33]([CH3:35])[CH3:34])[C:29](=[O:32])[C:30]=3[CH:31]=[C:23]2[N:22]=1, predict the reaction product. The product is: [F:1][C:2]1[CH:3]=[CH:4][C:5]([CH3:12])=[C:6]([CH2:8][CH:9]([NH:11][C:14]2[CH:19]=[CH:18][NH:17][C:16](=[O:20])[C:15]=2[C:21]2[NH:22][C:23]3=[CH:31][C:30]4[C:29](=[O:32])[N:28]([CH:33]([CH3:35])[CH3:34])[C:27](=[O:36])[C:26]=4[CH:25]=[C:24]3[N:37]=2)[CH3:10])[CH:7]=1. (4) Given the reactants Cl[C:2]1[N:7]=[CH:6][C:5]([C:8]2[CH:13]=[CH:12][N:11]=[C:10]([NH:14][C:15]3[CH:16]=[C:17]([NH:22][C:23](=[O:34])[C:24]4[CH:29]=[CH:28][CH:27]=[C:26]([C:30]([F:33])([F:32])[F:31])[CH:25]=4)[CH:18]=[CH:19][C:20]=3[CH3:21])[N:9]=2)=[CH:4][CH:3]=1.[NH:35]1[CH2:40][CH2:39][O:38][CH2:37][CH2:36]1, predict the reaction product. The product is: [CH3:21][C:20]1[CH:19]=[CH:18][C:17]([NH:22][C:23](=[O:34])[C:24]2[CH:29]=[CH:28][CH:27]=[C:26]([C:30]([F:31])([F:33])[F:32])[CH:25]=2)=[CH:16][C:15]=1[NH:14][C:10]1[N:9]=[C:8]([C:5]2[CH:6]=[N:7][C:2]([N:35]3[CH2:40][CH2:39][O:38][CH2:37][CH2:36]3)=[CH:3][CH:4]=2)[CH:13]=[CH:12][N:11]=1. (5) Given the reactants [N+:1]([C:4]1[CH:5]=[C:6]([NH:11][C:12]2[N:17]=[C:16]([C:18]3[CH:19]=[N:20][CH:21]=[CH:22][CH:23]=3)[CH:15]=[CH:14][N:13]=2)[C:7]([CH3:10])=[N:8][CH:9]=1)([O-])=O.O.NN, predict the reaction product. The product is: [NH2:1][C:4]1[CH:5]=[C:6]([NH:11][C:12]2[N:17]=[C:16]([C:18]3[CH:19]=[N:20][CH:21]=[CH:22][CH:23]=3)[CH:15]=[CH:14][N:13]=2)[C:7]([CH3:10])=[N:8][CH:9]=1. (6) Given the reactants Cl.[Cl:2][C:3]1[CH:4]=[C:5]2[C:9](=[CH:10][CH:11]=1)[NH:8][CH:7]=[C:6]2[CH:12]1[CH2:17][CH2:16][N:15](CCCC(N2C3C(=CC=CC=3)CCC2)=O)[CH2:14][CH2:13]1.ClC1C=C2C(=CC=1)NC=C2C1CCNCC1.ClC[CH2:51][CH2:52][C:53]([N:55]1[C:64]2[C:59](=[CH:60][CH:61]=[CH:62][CH:63]=2)[CH2:58][CH2:57][CH2:56]1)=[O:54], predict the reaction product. The product is: [ClH:2].[Cl:2][C:3]1[CH:11]=[CH:10][CH:9]=[C:5]2[C:4]=1[NH:8][CH:7]=[C:6]2[CH:12]1[CH2:13][CH2:14][N:15]([CH2:51][CH2:52][C:53]([N:55]2[CH2:56][CH2:57][C:58]3[C:59](=[CH:60][CH:61]=[CH:62][CH:63]=3)[CH2:64]2)=[O:54])[CH2:16][CH2:17]1. (7) Given the reactants C([O:4][C:5]1[C:14]([O:15][CH3:16])=[CH:13][CH:12]=[C:11]2[C:6]=1[CH2:7][CH2:8][CH2:9][CH2:10]2)(=O)C.C(C1C(=O)C(Cl)=C(Cl)C(=[O:22])C=1C#N)#N.C1(=O)C2C(=CC=CC=2)CCC1, predict the reaction product. The product is: [OH:4][C:5]1[C:14]([O:15][CH3:16])=[CH:13][CH:12]=[C:11]2[C:6]=1[CH2:7][CH2:8][CH2:9][C:10]2=[O:22].